Dataset: NCI-60 drug combinations with 297,098 pairs across 59 cell lines. Task: Regression. Given two drug SMILES strings and cell line genomic features, predict the synergy score measuring deviation from expected non-interaction effect. Drug 1: C1CCN(CC1)CCOC2=CC=C(C=C2)C(=O)C3=C(SC4=C3C=CC(=C4)O)C5=CC=C(C=C5)O. Drug 2: CC(C)CN1C=NC2=C1C3=CC=CC=C3N=C2N. Cell line: OVCAR-8. Synergy scores: CSS=-11.5, Synergy_ZIP=3.26, Synergy_Bliss=-2.36, Synergy_Loewe=-7.35, Synergy_HSA=-7.51.